Dataset: M1 muscarinic receptor antagonist screen with 61,756 compounds. Task: Binary Classification. Given a drug SMILES string, predict its activity (active/inactive) in a high-throughput screening assay against a specified biological target. (1) The compound is O=C(Nc1c(cccc1C)C)C(NC=O)c1ccc(N(C)C)cc1. The result is 0 (inactive). (2) The molecule is O=C(c1c(nc(nc1NC(=O)C)C)C)C. The result is 0 (inactive). (3) The compound is O1c2cc(CNC(=O)Cn3c(ccc3)C(=O)c3ccccc3)ccc2OC1. The result is 0 (inactive). (4) The compound is S\1C(CC(=O)Nc2c(OC)cc(OC)cc2)C(=O)N(C1=N\c1ccc(OC)cc1)C. The result is 0 (inactive).